Task: Predict the reaction yield, written as a fraction of the theoretical maximum amount of product (1.0 means a 100% yield; for example, 0.34 means a 34% yield).. Dataset: Reaction yield outcomes from USPTO patents with 853,638 reactions (1) The reactants are [CH3:1][C:2]1[CH:11]=[C:10]([CH2:12][O:13][C:14]2[CH:19]=[CH:18][C:17]([S:20]([NH:23][C@H:24]3[CH2:28][N:27]([S:29]([CH3:32])(=[O:31])=[O:30])[CH2:26][C@H:25]3[C:33]([OH:35])=O)(=[O:22])=[O:21])=[CH:16][CH:15]=2)[C:9]2[C:4](=[CH:5][CH:6]=[CH:7][CH:8]=2)[N:3]=1.[OH:36][N:37]1C2C=CC=CC=2N=N1.Cl.CN(C)CCCN=C=NCC.NO. The catalyst is CN(C)C=O. The product is [OH:36][NH:37][C:33]([C@H:25]1[C@@H:24]([NH:23][S:20]([C:17]2[CH:18]=[CH:19][C:14]([O:13][CH2:12][C:10]3[C:9]4[C:4](=[CH:5][CH:6]=[CH:7][CH:8]=4)[N:3]=[C:2]([CH3:1])[CH:11]=3)=[CH:15][CH:16]=2)(=[O:22])=[O:21])[CH2:28][N:27]([S:29]([CH3:32])(=[O:30])=[O:31])[CH2:26]1)=[O:35]. The yield is 0.890. (2) The reactants are C[O:2][C:3](=[O:27])[C:4]1[CH:9]=[C:8]([CH:10]2[O:15][CH2:14][CH2:13][N:12]([CH2:16][CH2:17][CH3:18])[CH2:11]2)[CH:7]=[CH:6][C:5]=1[O:19][CH2:20][C:21]1[CH:26]=[CH:25][CH:24]=[CH:23][CH:22]=1.[OH-].[Na+].Cl. The catalyst is CO. The product is [CH2:20]([O:19][C:5]1[CH:6]=[CH:7][C:8]([CH:10]2[O:15][CH2:14][CH2:13][N:12]([CH2:16][CH2:17][CH3:18])[CH2:11]2)=[CH:9][C:4]=1[C:3]([OH:27])=[O:2])[C:21]1[CH:22]=[CH:23][CH:24]=[CH:25][CH:26]=1. The yield is 1.00. (3) The reactants are [CH2:1]([S:3]([C:6]1[CH:7]=[C:8]([C:12]2[CH:17]=[C:16]([C:18]([F:21])([F:20])[F:19])[C:15]([CH3:22])=[C:14]([N+:23]([O-])=O)[C:13]=2[C:26]2[C:27]([F:33])=[N:28][CH:29]=[C:30]([CH3:32])[CH:31]=2)[CH:9]=[CH:10][CH:11]=1)(=[O:5])=[O:4])[CH3:2].CC(O)=O. The catalyst is [Fe].O. The product is [CH2:1]([S:3]([C:6]1[CH:7]=[C:8]([C:12]2[CH:17]=[C:16]([C:18]([F:19])([F:20])[F:21])[C:15]([CH3:22])=[C:14]([NH2:23])[C:13]=2[C:26]2[C:27]([F:33])=[N:28][CH:29]=[C:30]([CH3:32])[CH:31]=2)[CH:9]=[CH:10][CH:11]=1)(=[O:5])=[O:4])[CH3:2]. The yield is 0.830. (4) The reactants are [CH2:1]1[O:9][CH:2]1[C:3]1[CH:8]=[CH:7][CH:6]=[CH:5][CH:4]=1.C(#N)C.[NH2:13][C:14]1[CH:15]=[C:16]2[C:21](=[CH:22][C:23]=1[C:24]([F:27])([F:26])[F:25])[NH:20][C:19](=[O:28])[N:18]([NH:29][S:30]([CH3:33])(=[O:32])=[O:31])[C:17]2=[O:34]. No catalyst specified. The product is [OH:9][CH2:1][CH:2]([NH:13][C:14]1[CH:15]=[C:16]2[C:21](=[CH:22][C:23]=1[C:24]([F:26])([F:25])[F:27])[NH:20][C:19](=[O:28])[N:18]([NH:29][S:30]([CH3:33])(=[O:32])=[O:31])[C:17]2=[O:34])[C:3]1[CH:8]=[CH:7][CH:6]=[CH:5][CH:4]=1. The yield is 0.180. (5) The reactants are [OH:1][C:2]1[CH:3]=[CH:4][C:5]2[N:9]=[CH:8][N:7]([C:10]3[S:14][C:13]([C:15]([O:17][CH3:18])=[O:16])=[C:12]([O:19][CH2:20][C:21]4[CH:26]=[CH:25][CH:24]=[CH:23][C:22]=4[C:27]([F:30])([F:29])[F:28])[CH:11]=3)[C:6]=2[CH:31]=1.CC1C=CC(S(O[CH2:43][CH:44]2[CH2:49][CH2:48][N:47]([C:50]([O:52][C:53]([CH3:56])([CH3:55])[CH3:54])=[O:51])[CH2:46][CH2:45]2)(=O)=O)=CC=1.C(=O)([O-])[O-].[Cs+].[Cs+].O. The catalyst is CN(C)C=O.C(OCC)(=O)C. The product is [CH3:18][O:17][C:15]([C:13]1[S:14][C:10]([N:7]2[C:6]3[CH:31]=[C:2]([O:1][CH2:43][CH:44]4[CH2:49][CH2:48][N:47]([C:50]([O:52][C:53]([CH3:54])([CH3:56])[CH3:55])=[O:51])[CH2:46][CH2:45]4)[CH:3]=[CH:4][C:5]=3[N:9]=[CH:8]2)=[CH:11][C:12]=1[O:19][CH2:20][C:21]1[CH:26]=[CH:25][CH:24]=[CH:23][C:22]=1[C:27]([F:29])([F:28])[F:30])=[O:16]. The yield is 0.860.